This data is from Forward reaction prediction with 1.9M reactions from USPTO patents (1976-2016). The task is: Predict the product of the given reaction. (1) The product is: [N+:15]([C:12]1[CH:13]=[CH:14][C:9]([CH2:8][N:18]2[CH:22]=[CH:21][N:20]=[CH:19]2)=[CH:10][CH:11]=1)([O-:17])=[O:16]. Given the reactants C(=O)([O-])[O-].[K+].[K+].Br[CH2:8][C:9]1[CH:14]=[CH:13][C:12]([N+:15]([O-:17])=[O:16])=[CH:11][CH:10]=1.[NH:18]1[CH:22]=[CH:21][N:20]=[CH:19]1, predict the reaction product. (2) Given the reactants [CH2:1]([N:5]1[C:13]2[C:8](=[CH:9][CH:10]=[CH:11][CH:12]=2)[C:7]([OH:23])([CH2:14][C:15](=[O:22])[C:16]2[CH:21]=[CH:20][CH:19]=[CH:18][N:17]=2)[C:6]1=[O:24])[CH2:2]CC.[Cl:25]C1C=C2C(=CC=1)N(CC)C(=O)C2=O.C(C1C=CC=CN=1)(=O)C, predict the reaction product. The product is: [Cl:25][C:10]1[CH:9]=[C:8]2[C:13](=[CH:12][CH:11]=1)[N:5]([CH2:1][CH3:2])[C:6](=[O:24])[C:7]2([OH:23])[CH2:14][C:15](=[O:22])[C:16]1[CH:21]=[CH:20][CH:19]=[CH:18][N:17]=1. (3) Given the reactants [OH:1][CH:2]1[CH2:5][N:4]([C:6]([N:8]2[CH2:13][CH:12]([C:14]3[CH:19]=[CH:18][C:17]([C:20]([F:23])([F:22])[F:21])=[CH:16][CH:15]=3)[CH2:11][CH:10]([C:24]([OH:26])=O)[CH2:9]2)=[O:7])[CH2:3]1.O[NH:28][C:29](=[NH:31])[CH3:30], predict the reaction product. The product is: [OH:1][CH:2]1[CH2:3][N:4]([C:6]([N:8]2[CH2:13][CH:12]([C:14]3[CH:15]=[CH:16][C:17]([C:20]([F:23])([F:21])[F:22])=[CH:18][CH:19]=3)[CH2:11][CH:10]([C:24]3[O:26][N:31]=[C:29]([CH3:30])[N:28]=3)[CH2:9]2)=[O:7])[CH2:5]1. (4) Given the reactants C(OP(C[N+]#[C-])(=O)[O:5][CH2:6][CH3:7])C.C([Li])CCC.[CH2:17]1[C:21]2(C[CH2:25][CH2:24][CH2:23][C:22]2=O)[CH2:20][CH2:19][CH2:18]1.Cl, predict the reaction product. The product is: [CH2:20]1[C:21]2([CH2:22][CH2:23][CH2:24][CH2:25][CH:7]2[CH:6]=[O:5])[CH2:17][CH2:18][CH2:19]1. (5) Given the reactants C([NH:4][C:5]1[CH:10]=[CH:9][N:8]([C:11]([C@@H:13]([C@H:23]([CH2:36][OH:37])[O:24][CH2:25][P:26]([O:32][CH:33]([CH3:35])[CH3:34])([O:28][CH:29]([CH3:31])[CH3:30])=[O:27])[O:14]C(=O)C2C=CC=CC=2)=[O:12])[C:7](=[O:38])[N:6]=1)(=O)C.N, predict the reaction product. The product is: [N:8]1([C:11]([C@@H:13]([C@H:23]([CH2:36][OH:37])[O:24][CH2:25][P:26]([O:32][CH:33]([CH3:35])[CH3:34])([O:28][CH:29]([CH3:30])[CH3:31])=[O:27])[OH:14])=[O:12])[CH:9]=[CH:10][C:5]([NH2:4])=[N:6][C:7]1=[O:38]. (6) Given the reactants [CH:1]([N:14]1[CH2:17][CH:16]([CH2:18][O:19][C:20]2[C:28]([CH:29]3[CH2:31][CH2:30]3)=[CH:27][C:23]([C:24](O)=[O:25])=[C:22]([F:32])[CH:21]=2)[CH2:15]1)([C:8]1[CH:13]=[CH:12][CH:11]=[CH:10][CH:9]=1)[C:2]1[CH:7]=[CH:6][CH:5]=[CH:4][CH:3]=1.[CH:33]1([S:36]([NH2:39])(=[O:38])=[O:37])[CH2:35][CH2:34]1, predict the reaction product. The product is: [CH:1]([N:14]1[CH2:15][CH:16]([CH2:18][O:19][C:20]2[C:28]([CH:29]3[CH2:31][CH2:30]3)=[CH:27][C:23]([C:24]([NH:39][S:36]([CH:33]3[CH2:35][CH2:34]3)(=[O:38])=[O:37])=[O:25])=[C:22]([F:32])[CH:21]=2)[CH2:17]1)([C:8]1[CH:13]=[CH:12][CH:11]=[CH:10][CH:9]=1)[C:2]1[CH:3]=[CH:4][CH:5]=[CH:6][CH:7]=1. (7) Given the reactants [C:1]([C:3]1[C:8]2=[N:9][C:10]3[CH:15]=[CH:14][CH:13]=[CH:12][C:11]=3[N:7]2[C:6]([N:16]2[CH2:20][CH2:19][C@@H:18](CNCC(OCC)=O)[CH2:17]2)=[C:5]([C:29]2[CH:34]=[CH:33][CH:32]=[CH:31][CH:30]=2)[C:4]=1[CH3:35])#[N:2].Cl.Cl.[OH:38][CH2:39][CH2:40][N:41](C)[C@H:42]1CCNC1.C(N(CC)CC)C.ClC1N2C(=NC3C=CC=CC=32)C(C#N)=C(C)C=1C1C=CC=CC=1, predict the reaction product. The product is: [OH:38][CH2:39][CH2:40][N:41]([CH3:42])[C@H:18]1[CH2:19][CH2:20][N:16]([C:6]2[N:7]3[C:8](=[N:9][C:10]4[CH:15]=[CH:14][CH:13]=[CH:12][C:11]=43)[C:3]([C:1]#[N:2])=[C:4]([CH3:35])[C:5]=2[C:29]2[CH:34]=[CH:33][CH:32]=[CH:31][CH:30]=2)[CH2:17]1. (8) Given the reactants Cl[C:2]1[N:3]([CH3:15])[C:4](=[O:14])[CH:5]=[C:6]([C:8]2[CH:13]=[CH:12][N:11]=[CH:10][N:9]=2)[N:7]=1.Cl.[CH3:17][CH:18]1[CH2:24][NH:23][CH2:22][CH2:21][CH2:20][O:19]1.C(N(CC)CC)C, predict the reaction product. The product is: [CH3:15][N:3]1[C:4](=[O:14])[CH:5]=[C:6]([C:8]2[CH:13]=[CH:12][N:11]=[CH:10][N:9]=2)[N:7]=[C:2]1[N:23]1[CH2:22][CH2:21][CH2:20][O:19][CH:18]([CH3:17])[CH2:24]1. (9) Given the reactants [Cl:1][CH2:2][C:3](=[O:9])[CH2:4][C:5]([O:7][CH3:8])=[O:6].C(OCC)(OCC)O[CH2:12][CH3:13].O=P12OP3(OP(OP(O3)(O1)=O)(=O)O2)=O, predict the reaction product. The product is: [Cl:1][CH2:2]/[C:3](/[O:9][CH2:12][CH3:13])=[CH:4]\[C:5]([O:7][CH3:8])=[O:6]. (10) Given the reactants Br[C:2]1[CH:9]=[CH:8][C:7]([C:10]2([OH:14])[CH2:13][CH2:12][CH2:11]2)=[CH:6][C:3]=1[C:4]#[N:5].[CH3:15][C:16]1([CH3:30])[CH2:21][O:20][B:19]([B:19]2[O:20][CH2:21][C:16]([CH3:30])([CH3:15])[CH2:17][O:18]2)[O:18][CH2:17]1.[K].O, predict the reaction product. The product is: [CH3:15][C:16]1([CH3:30])[CH2:21][O:20][B:19]([C:2]2[CH:9]=[CH:8][C:7]([C:10]3([OH:14])[CH2:13][CH2:12][CH2:11]3)=[CH:6][C:3]=2[C:4]#[N:5])[O:18][CH2:17]1.